This data is from Full USPTO retrosynthesis dataset with 1.9M reactions from patents (1976-2016). The task is: Predict the reactants needed to synthesize the given product. (1) The reactants are: [CH3:1][C:2]([C:5]1[CH:6]=[C:7]([CH:20]=[C:21]([C:24]([CH3:27])([CH3:26])[CH3:25])[C:22]=1[OH:23])[C:8]([NH:10][C:11]1[CH:16]=[CH:15][C:14]([N+:17]([O-])=O)=[CH:13][CH:12]=1)=[O:9])([CH3:4])[CH3:3].[H][H]. Given the product [CH3:4][C:2]([C:5]1[CH:6]=[C:7]([CH:20]=[C:21]([C:24]([CH3:27])([CH3:26])[CH3:25])[C:22]=1[OH:23])[C:8]([NH:10][C:11]1[CH:16]=[CH:15][C:14]([NH2:17])=[CH:13][CH:12]=1)=[O:9])([CH3:1])[CH3:3], predict the reactants needed to synthesize it. (2) Given the product [NH2:4][C:21](=[O:22])[CH:20]([C:24]1[CH:29]=[CH:28][C:27]([Br:30])=[CH:26][CH:25]=1)[CH2:19][C:18]([O:17][CH2:10][C:11]1[CH:16]=[CH:15][CH:14]=[CH:13][CH:12]=1)=[O:31], predict the reactants needed to synthesize it. The reactants are: C([N:4](C(C)C)CC)(C)C.[CH2:10]([O:17][C:18](=[O:31])[CH2:19][CH:20]([C:24]1[CH:29]=[CH:28][C:27]([Br:30])=[CH:26][CH:25]=1)[C:21](O)=[O:22])[C:11]1[CH:16]=[CH:15][CH:14]=[CH:13][CH:12]=1.[Cl-].[NH4+].CN(C(ON1N=NC2C=CC=NC1=2)=[N+](C)C)C.F[P-](F)(F)(F)(F)F. (3) Given the product [Cl:1][C:2]1[N:7]=[CH:6][C:5]([CH2:8][N:9]([CH2:16][CH2:15][O:14][CH3:13])[CH2:10][CH2:11][OH:12])=[CH:4][CH:3]=1, predict the reactants needed to synthesize it. The reactants are: [Cl:1][C:2]1[N:7]=[CH:6][C:5]([CH2:8][NH:9][CH2:10][CH2:11][OH:12])=[CH:4][CH:3]=1.[CH3:13][O:14][CH2:15][CH2:16]Br.C(N(C(C)C)CC)(C)C. (4) Given the product [Br:1][C:2]1[CH:3]=[C:4]([CH:8]=[CH:9][C:10]=1[Cl:11])[C:5]([NH:27][C:22]1[CH:23]=[CH:24][CH:25]=[CH:26][C:21]=1[O:20][CH3:19])=[O:6], predict the reactants needed to synthesize it. The reactants are: [Br:1][C:2]1[CH:3]=[C:4]([CH:8]=[CH:9][C:10]=1[Cl:11])[C:5](Cl)=[O:6].C(N(CC)CC)C.[CH3:19][O:20][C:21]1[C:22]([NH2:27])=[CH:23][CH:24]=[CH:25][CH:26]=1. (5) The reactants are: Cl[C:2]1[C:3]2[C:16]([C:17]3[CH:22]=[CH:21][CH:20]=[CH:19][CH:18]=3)=[CH:15][S:14][C:4]=2[N:5]=[C:6]([CH2:8][C:9]([O:11]CC)=[O:10])[N:7]=1.Cl.[CH3:24][O:25][CH2:26][CH:27]1[CH2:32][CH2:31][NH:30][CH2:29][CH2:28]1.C(N(CC)CC)C.C(Cl)Cl. Given the product [CH3:24][O:25][CH2:26][CH:27]1[CH2:32][CH2:31][N:30]([C:2]2[C:3]3[C:16]([C:17]4[CH:22]=[CH:21][CH:20]=[CH:19][CH:18]=4)=[CH:15][S:14][C:4]=3[N:5]=[C:6]([CH2:8][C:9]([OH:11])=[O:10])[N:7]=2)[CH2:29][CH2:28]1, predict the reactants needed to synthesize it. (6) Given the product [F:11][C:5]1[CH:6]=[C:7]([O:10][CH2:14][C:15]2[CH:19]=[CH:18][S:17][CH:16]=2)[CH:8]=[CH:9][C:4]=1[C:3]([N:20]1[CH2:24][CH2:23][CH2:22][C@H:21]1[CH2:25][N:26]1[CH2:30][CH2:29][CH2:28][CH2:27]1)=[O:12], predict the reactants needed to synthesize it. The reactants are: CO[C:3](=[O:12])[C:4]1[CH:9]=[CH:8][C:7]([OH:10])=[CH:6][C:5]=1[F:11].Cl[CH2:14][C:15]1[CH:19]=[CH:18][S:17][CH:16]=1.[NH:20]1[CH2:24][CH2:23][CH2:22][C@H:21]1[CH2:25][N:26]1[CH2:30][CH2:29][CH2:28][CH2:27]1. (7) The reactants are: [Cl:1][C:2]1[N:3]=[C:4]([N:22]2[CH2:27][CH2:26][O:25][CH2:24][CH2:23]2)[C:5]2[S:10][C:9]([CH2:11][N:12]3[CH2:15]C4(CCN(C)CC4)[CH2:13]3)=[CH:8][C:6]=2[N:7]=1.[CH2:28]1[C@H:32]2CNC[CH2:36][N:31]2[C:30](=[O:37])[O:29]1. Given the product [Cl:1][C:2]1[N:3]=[C:4]([N:22]2[CH2:23][CH2:24][O:25][CH2:26][CH2:27]2)[C:5]2[S:10][C:9]([CH2:11][N:12]3[CH2:15][CH2:36][N:31]4[C:30](=[O:37])[O:29][CH2:28][C@H:32]4[CH2:13]3)=[CH:8][C:6]=2[N:7]=1, predict the reactants needed to synthesize it.